Task: Predict which catalyst facilitates the given reaction.. Dataset: Catalyst prediction with 721,799 reactions and 888 catalyst types from USPTO (1) Reactant: Br[CH2:2][C:3]1[C:8]([O:9][CH3:10])=[CH:7][CH:6]=[CH:5][C:4]=1[N:11]1[C:15](=[O:16])[N:14]([CH3:17])[N:13]=[N:12]1.[Br:18][C:19]1[C:24]([CH3:25])=[CH:23][C:22]([OH:26])=[C:21]([CH3:27])[CH:20]=1.C(=O)([O-])[O-].[K+].[K+].C(#N)C. Product: [Br:18][C:19]1[C:24]([CH3:25])=[CH:23][C:22]([O:26][CH2:2][C:3]2[C:8]([O:9][CH3:10])=[CH:7][CH:6]=[CH:5][C:4]=2[N:11]2[C:15](=[O:16])[N:14]([CH3:17])[N:13]=[N:12]2)=[C:21]([CH3:27])[CH:20]=1. The catalyst class is: 6. (2) Reactant: C([O:3][C:4]([C:6]1([C:9]2[CH:14]=[CH:13][C:12]([C:15]3[CH:20]=[CH:19][C:18]([C:21]4[S:22][C:23]([F:39])=[CH:24][C:25]=4[NH:26][C:27]([O:29][C@@H:30]([C:32]4[CH:37]=[CH:36][CH:35]=[CH:34][C:33]=4[F:38])[CH3:31])=[O:28])=[CH:17][CH:16]=3)=[CH:11][CH:10]=2)[CH2:8][CH2:7]1)=[O:5])C.[OH-].[Na+].Cl.C(OCC)(=O)C. Product: [F:39][C:23]1[S:22][C:21]([C:18]2[CH:17]=[CH:16][C:15]([C:12]3[CH:11]=[CH:10][C:9]([C:6]4([C:4]([OH:5])=[O:3])[CH2:8][CH2:7]4)=[CH:14][CH:13]=3)=[CH:20][CH:19]=2)=[C:25]([NH:26][C:27]([O:29][C@@H:30]([C:32]2[CH:37]=[CH:36][CH:35]=[CH:34][C:33]=2[F:38])[CH3:31])=[O:28])[CH:24]=1. The catalyst class is: 32. (3) Reactant: Br[C:2]1[S:3][C:4]([C:7]([NH:9][C:10]2[CH:15]=[C:14]([NH:16][C:17](=[O:26])[C:18]3[C:23]([Cl:24])=[CH:22][CH:21]=[CH:20][C:19]=3[Cl:25])[CH:13]=[CH:12][N:11]=2)=[O:8])=[CH:5][N:6]=1.[NH:27]1[CH2:32][CH2:31][O:30][CH2:29][CH2:28]1. Product: [Cl:25][C:19]1[CH:20]=[CH:21][CH:22]=[C:23]([Cl:24])[C:18]=1[C:17]([NH:16][C:14]1[CH:13]=[CH:12][N:11]=[C:10]([NH:9][C:7]([C:4]2[S:3][C:2]([N:27]3[CH2:32][CH2:31][O:30][CH2:29][CH2:28]3)=[N:6][CH:5]=2)=[O:8])[CH:15]=1)=[O:26]. The catalyst class is: 51. (4) The catalyst class is: 6. Product: [Cl:1][C:2]1[CH:7]=[CH:6][C:5]([C:8](=[O:18])[NH:9][CH2:10][C:11]2[CH:16]=[CH:15][CH:14]=[C:13]([Cl:17])[CH:12]=2)=[CH:4][C:3]=1[NH:19][C:20]([C:22]1[C:35](=[O:36])[NH:34][C:25]2[N:26]=[C:27]([NH:46][CH2:45][CH2:44][CH2:43][N:37]3[CH2:42][CH2:41][O:40][CH2:39][CH2:38]3)[N:28]=[CH:29][C:24]=2[CH:23]=1)=[O:21]. Reactant: [Cl:1][C:2]1[CH:7]=[CH:6][C:5]([C:8](=[O:18])[NH:9][CH2:10][C:11]2[CH:16]=[CH:15][CH:14]=[C:13]([Cl:17])[CH:12]=2)=[CH:4][C:3]=1[NH:19][C:20]([C:22]1[C:35](=[O:36])[NH:34][C:25]2[N:26]=[C:27](S(C)(=O)=O)[N:28]=[CH:29][C:24]=2[CH:23]=1)=[O:21].[N:37]1([CH2:43][CH2:44][CH2:45][NH2:46])[CH2:42][CH2:41][O:40][CH2:39][CH2:38]1.CN(C=O)C. (5) Reactant: [C:1]([O:5][C:6]([N:8]1[CH2:13][CH2:12][CH2:11][CH:10]([OH:14])[CH2:9]1)=[O:7])([CH3:4])([CH3:3])[CH3:2].CC(OI1(OC(C)=O)(OC(C)=O)OC(=O)C2C1=CC=CC=2)=O. Product: [C:1]([O:5][C:6]([N:8]1[CH2:13][CH2:12][CH2:11][C:10](=[O:14])[CH2:9]1)=[O:7])([CH3:4])([CH3:2])[CH3:3]. The catalyst class is: 4. (6) Reactant: [Br:1][C:2]1[CH:3]=[CH:4][C:5]([O:36][CH3:37])=[C:6]([S:8]([NH:11][C@H:12]2[CH2:16][N:15]([C:17]([O:19][C:20]([CH3:23])([CH3:22])[CH3:21])=[O:18])[C@@H:14]([CH2:24][N:25]3[C:33](=[O:34])[C:32]4[C:27](=[CH:28][CH:29]=[CH:30][CH:31]=4)[C:26]3=[O:35])[CH2:13]2)(=[O:10])=[O:9])[CH:7]=1.C(=O)([O-])[O-].[Cs+].[Cs+].[CH2:44](Br)[C:45]1[CH:50]=[CH:49][CH:48]=[CH:47][CH:46]=1. Product: [Br:1][C:2]1[CH:3]=[CH:4][C:5]([O:36][CH3:37])=[C:6]([S:8]([N:11]([CH2:44][C:45]2[CH:50]=[CH:49][CH:48]=[CH:47][CH:46]=2)[C@H:12]2[CH2:16][N:15]([C:17]([O:19][C:20]([CH3:21])([CH3:22])[CH3:23])=[O:18])[C@@H:14]([CH2:24][N:25]3[C:33](=[O:34])[C:32]4[C:27](=[CH:28][CH:29]=[CH:30][CH:31]=4)[C:26]3=[O:35])[CH2:13]2)(=[O:9])=[O:10])[CH:7]=1. The catalyst class is: 3. (7) Reactant: [O:1]=[S:2]1(=[O:22])[C:6]2[CH:7]=[CH:8][CH:9]=[CH:10][C:5]=2[S:4](=[O:12])(=[O:11])[N:3]1[C:13]1[CH:21]=[CH:20][C:16]([C:17](O)=[O:18])=[CH:15][CH:14]=1.C(Cl)(=O)C([Cl:26])=O.CN(C=O)C. Product: [O:1]=[S:2]1(=[O:22])[C:6]2[CH:7]=[CH:8][CH:9]=[CH:10][C:5]=2[S:4](=[O:12])(=[O:11])[N:3]1[C:13]1[CH:21]=[CH:20][C:16]([C:17]([Cl:26])=[O:18])=[CH:15][CH:14]=1. The catalyst class is: 4.